Predict the reaction yield, written as a fraction of the theoretical maximum amount of product (1.0 means a 100% yield; for example, 0.34 means a 34% yield). From a dataset of Reaction yield outcomes from USPTO patents with 853,638 reactions. (1) The reactants are I[C:2]1[C:7]2[N:8]([C:11]3[CH:16]=[CH:15][CH:14]=[CH:13][CH:12]=3)[CH:9]=[N:10][C:6]=2[CH:5]=[C:4]([C:17]([F:20])([F:19])[F:18])[CH:3]=1.[O:21]1[CH:25]=[CH:24][C:23](B(O)O)=[CH:22]1.C(O)CCO.C(=O)([O-])[O-].[K+].[K+]. The catalyst is C(COC)OC.O.Cl[Pd](Cl)([P](C1C=CC=CC=1)(C1C=CC=CC=1)C1C=CC=CC=1)[P](C1C=CC=CC=1)(C1C=CC=CC=1)C1C=CC=CC=1. The product is [O:21]1[CH:25]=[CH:24][C:23]([C:2]2[C:7]3[N:8]([C:11]4[CH:16]=[CH:15][CH:14]=[CH:13][CH:12]=4)[CH:9]=[N:10][C:6]=3[CH:5]=[C:4]([C:17]([F:20])([F:19])[F:18])[CH:3]=2)=[CH:22]1. The yield is 0.540. (2) The product is [O:1]1[C:5]2[CH:6]=[CH:7][C:8]([C:10]3([C:11]([OH:19])=[O:17])[CH2:15][CH2:14]3)=[CH:9][C:4]=2[O:3][CH2:2]1. The reactants are [O:1]1[C:5]2[CH:6]=[CH:7][C:8]([CH2:10][C:11]#N)=[CH:9][C:4]=2[O:3][CH2:2]1.Br[CH2:14][CH2:15]Cl.[OH-:17].[Na+].[OH2:19]. The catalyst is [Cl-].C([N+](CC)(CC)CC)C1C=CC=CC=1. The yield is 0.800. (3) The reactants are [OH-].[Na+].[N+:3]([C:6]1[CH:13]=[CH:12][C:9]([CH:10]=[O:11])=[CH:8][CH:7]=1)([O-:5])=[O:4].CC1C=CC(S([CH2:24][N+:25]#[C-:26])(=O)=O)=CC=1. The catalyst is [Br-].C([N+](CCCC)(CCCC)CCCC)CCC.C(Cl)Cl. The product is [N+:3]([C:6]1[CH:7]=[CH:8][C:9]([C:10]2[O:11][CH:26]=[N:25][CH:24]=2)=[CH:12][CH:13]=1)([O-:5])=[O:4]. The yield is 0.930. (4) The reactants are [CH3:1][O:2][C:3]1[CH:4]=[C:5]2[C:10](=[CH:11][C:12]=1[O:13][CH3:14])[N:9]=[CH:8][CH:7]=[C:6]2[O:15][C:16]1[CH:22]=[CH:21][C:19]([NH2:20])=[C:18]([N+:23]([O-:25])=[O:24])[CH:17]=1.C(N(CC)CC)C.ClC(Cl)(O[C:37](=[O:43])OC(Cl)(Cl)Cl)Cl.[CH2:45]([N:52]1[CH2:57][CH2:56][CH:55]([NH2:58])[CH2:54][CH2:53]1)[C:46]1[CH:51]=[CH:50][CH:49]=[CH:48][CH:47]=1. The catalyst is C(Cl)(Cl)Cl.O. The product is [CH2:45]([N:52]1[CH2:57][CH2:56][CH:55]([NH:58][C:37]([NH:20][C:19]2[CH:21]=[CH:22][C:16]([O:15][C:6]3[C:5]4[C:10](=[CH:11][C:12]([O:13][CH3:14])=[C:3]([O:2][CH3:1])[CH:4]=4)[N:9]=[CH:8][CH:7]=3)=[CH:17][C:18]=2[N+:23]([O-:25])=[O:24])=[O:43])[CH2:54][CH2:53]1)[C:46]1[CH:47]=[CH:48][CH:49]=[CH:50][CH:51]=1. The yield is 0.860. (5) The reactants are [Cl-].[Ce+3].[Cl-].[Cl-].[BH4-:5].[Na+].[C:7]([C:11]1[CH:12]=[C:13]([PH:23](=O)[C:24]2[CH:29]=[C:28]([C:30]([CH3:33])([CH3:32])[CH3:31])[C:27]([O:34][CH3:35])=[C:26]([C:36]([CH3:39])([CH3:38])[CH3:37])[CH:25]=2)[CH:14]=[C:15]([C:19]([CH3:22])([CH3:21])[CH3:20])[C:16]=1[O:17][CH3:18])([CH3:10])([CH3:9])[CH3:8].[H-].[Al+3].[Li+].[H-].[H-].[H-].Cl. The catalyst is C1COCC1.C1(C)C=CC=CC=1.O. The product is [C:30]([C:28]1[CH:29]=[C:24]([PH:23][C:13]2[CH:12]=[C:11]([C:7]([CH3:10])([CH3:9])[CH3:8])[C:16]([O:17][CH3:18])=[C:15]([C:19]([CH3:22])([CH3:21])[CH3:20])[CH:14]=2)[CH:25]=[C:26]([C:36]([CH3:39])([CH3:38])[CH3:37])[C:27]=1[O:34][CH3:35])([CH3:31])([CH3:32])[CH3:33].[BH3:5]. The yield is 0.396.